This data is from Ames mutagenicity test results for genotoxicity prediction. The task is: Regression/Classification. Given a drug SMILES string, predict its toxicity properties. Task type varies by dataset: regression for continuous values (e.g., LD50, hERG inhibition percentage) or binary classification for toxic/non-toxic outcomes (e.g., AMES mutagenicity, cardiotoxicity, hepatotoxicity). Dataset: ames. (1) The drug is C=C1[C@H]2CC[C@H](C2)C1(C)C. The result is 0 (non-mutagenic). (2) The result is 1 (mutagenic). The drug is COP(=O)(OC)C(O)C(Cl)(Cl)Cl. (3) The molecule is CC(=O)OCC12OOC1(C)c1ccccc1O2. The result is 1 (mutagenic). (4) The result is 0 (non-mutagenic). The drug is CCC(CO)=[N+]([O-])O. (5) The compound is CCCCCCCCCCCCOCCO. The result is 0 (non-mutagenic).